Dataset: Forward reaction prediction with 1.9M reactions from USPTO patents (1976-2016). Task: Predict the product of the given reaction. (1) Given the reactants CON(C)C(=O)[C:5]1[CH:10]=[CH:9][CH:8]=[N:7][C:6]=1[O:11][CH:12]([F:14])[F:13].[CH3:17][Mg]Br.Cl.[C:21](=[O:24])([O-])O.[Na+], predict the reaction product. The product is: [F:14][CH:12]([F:13])[O:11][C:6]1[CH:5]=[CH:10][C:9]([C:21](=[O:24])[CH3:17])=[CH:8][N:7]=1. (2) Given the reactants C(OP([CH2:9][C:10]1[N:11]=[C:12]([C:15]2[CH:24]=[CH:23][CH:22]=[CH:21][C:16]=2[C:17]([O:19][CH3:20])=[O:18])[S:13][CH:14]=1)(OCC)=O)C.[H-].[Na+].[CH3:27][O:28][CH2:29][O:30][C:31]1[C:35]([CH:36]=O)=[CH:34][N:33]([C:38]2[CH:43]=[CH:42][CH:41]=[CH:40][CH:39]=2)[N:32]=1.O, predict the reaction product. The product is: [CH3:27][O:28][CH2:29][O:30][C:31]1[C:35](/[CH:36]=[CH:9]/[C:10]2[N:11]=[C:12]([C:15]3[CH:24]=[CH:23][CH:22]=[CH:21][C:16]=3[C:17]([O:19][CH3:20])=[O:18])[S:13][CH:14]=2)=[CH:34][N:33]([C:38]2[CH:43]=[CH:42][CH:41]=[CH:40][CH:39]=2)[N:32]=1. (3) Given the reactants [NH2:1][C:2]1[CH:3]=[C:4]([CH:8]=[CH:9][CH:10]=1)[C:5]([NH2:7])=[O:6].[CH2:11]([O:13][C:14](=[O:28])[CH:15]([C:20](=O)[C:21]1[CH:26]=[CH:25][CH:24]=[CH:23][CH:22]=1)[CH2:16][C:17](=O)[CH3:18])[CH3:12].CC1C=CC(S(O)(=O)=O)=CC=1, predict the reaction product. The product is: [CH2:11]([O:13][C:14]([C:15]1[CH:16]=[C:17]([CH3:18])[N:1]([C:2]2[CH:10]=[CH:9][CH:8]=[C:4]([C:5](=[O:6])[NH2:7])[CH:3]=2)[C:20]=1[C:21]1[CH:22]=[CH:23][CH:24]=[CH:25][CH:26]=1)=[O:28])[CH3:12]. (4) Given the reactants I[C:2]1[CH:3]=[C:4]([CH:8]([O:18][CH:19]2[CH2:24][CH2:23][N:22]([CH3:25])[CH2:21][CH2:20]2)[C:9]2[S:10][C:11]3[CH:17]=[CH:16][CH:15]=[CH:14][C:12]=3[N:13]=2)[CH:5]=[CH:6][CH:7]=1.C(O)CO.C(=O)([O-])[O-].[K+].[K+].[CH2:36]([NH2:43])[C:37]1[CH:42]=[CH:41][CH:40]=[CH:39][CH:38]=1, predict the reaction product. The product is: [S:10]1[C:11]2[CH:17]=[CH:16][CH:15]=[CH:14][C:12]=2[N:13]=[C:9]1[CH:8]([O:18][CH:19]1[CH2:24][CH2:23][N:22]([CH3:25])[CH2:21][CH2:20]1)[C:4]1[CH:3]=[C:2]([NH:43][CH2:36][C:37]2[CH:42]=[CH:41][CH:40]=[CH:39][CH:38]=2)[CH:7]=[CH:6][CH:5]=1. (5) The product is: [CH2:11]([C:10]([C:7]1[CH:8]=[CH:9][C:4]([C:3]([OH:31])=[O:2])=[C:5]([CH3:30])[CH:6]=1)([C:13]1[CH:18]=[CH:17][C:16]([C:19]#[C:20][C:21]([CH2:22][CH3:23])([OH:24])[CH2:25][CH3:26])=[C:15]([CH3:27])[CH:14]=1)[CH2:28][CH3:29])[CH3:12]. Given the reactants C[O:2][C:3](=[O:31])[C:4]1[CH:9]=[CH:8][C:7]([C:10]([CH2:28][CH3:29])([C:13]2[CH:18]=[CH:17][C:16]([C:19]#[C:20][C:21]([CH2:25][CH3:26])([OH:24])[CH2:22][CH3:23])=[C:15]([CH3:27])[CH:14]=2)[CH2:11][CH3:12])=[CH:6][C:5]=1[CH3:30].[OH-].[Li+], predict the reaction product. (6) Given the reactants [CH3:1][O:2][C:3]1[CH:4]=[C:5]2[C:10](=[CH:11][CH:12]=1)[N:9]=[C:8]([NH:13][CH2:14][CH2:15][CH2:16][NH2:17])[CH:7]=[C:6]2[CH3:18].[N+:19]([C:22]1[S:26][CH:25]=[C:24]([CH:27]=O)[CH:23]=1)([O-:21])=[O:20], predict the reaction product. The product is: [CH3:1][O:2][C:3]1[CH:4]=[C:5]2[C:10](=[CH:11][CH:12]=1)[N:9]=[C:8]([NH:13][CH2:14][CH2:15][CH2:16][NH:17][CH2:27][C:24]1[CH:23]=[C:22]([N+:19]([O-:21])=[O:20])[S:26][CH:25]=1)[CH:7]=[C:6]2[CH3:18]. (7) The product is: [CH2:1]([O:8][C:9]1[CH:10]=[CH:11][C:12]([F:22])=[C:13]2[C:17]=1[N:16]([C:24]1[CH:29]=[CH:28][CH:27]=[CH:26][C:25]=1[NH2:30])[CH2:15][C:14]2([CH2:20][CH3:21])[CH2:18][CH3:19])[C:2]1[CH:3]=[CH:4][CH:5]=[CH:6][CH:7]=1. Given the reactants [CH2:1]([O:8][C:9]1[CH:10]=[CH:11][C:12]([F:22])=[C:13]2[C:17]=1[NH:16][CH2:15][C:14]2([CH2:20][CH3:21])[CH2:18][CH3:19])[C:2]1[CH:7]=[CH:6][CH:5]=[CH:4][CH:3]=1.Br[C:24]1[CH:29]=[CH:28][CH:27]=[CH:26][C:25]=1[N+:30]([O-])=O.C1C=CC(P(C2C(C3C(P(C4C=CC=CC=4)C4C=CC=CC=4)=CC=C4C=3C=CC=C4)=C3C(C=CC=C3)=CC=2)C2C=CC=CC=2)=CC=1.P([O-])([O-])([O-])=O.[K+].[K+].[K+].[Cl-].[NH4+], predict the reaction product. (8) Given the reactants [Br:1][C:2]1[C:3]([F:10])=[C:4]([CH:7]=[CH:8][CH:9]=1)[CH:5]=[O:6].[F:11][C:12]1[CH:17]=[CH:16][C:15]([Mg]Br)=[CH:14][CH:13]=1, predict the reaction product. The product is: [Br:1][C:2]1[C:3]([F:10])=[C:4]([CH:5]([C:15]2[CH:16]=[CH:17][C:12]([F:11])=[CH:13][CH:14]=2)[OH:6])[CH:7]=[CH:8][CH:9]=1. (9) Given the reactants [F:1][C:2]1[CH:3]=[C:4](Br)[CH:5]=[C:6]([F:8])[CH:7]=1.[Mg].[CH2:11]([CH:14]1[CH2:19][CH2:18][C:17](=[O:20])[CH2:16][CH2:15]1)[CH2:12][CH3:13].Cl, predict the reaction product. The product is: [OH:20][C:17]1([C:4]2[CH:3]=[C:2]([F:1])[CH:7]=[C:6]([F:8])[CH:5]=2)[CH2:18][CH2:19][CH:14]([CH2:11][CH2:12][CH3:13])[CH2:15][CH2:16]1.